This data is from NCI-60 drug combinations with 297,098 pairs across 59 cell lines. The task is: Regression. Given two drug SMILES strings and cell line genomic features, predict the synergy score measuring deviation from expected non-interaction effect. (1) Drug 1: C1=NC(=NC(=O)N1C2C(C(C(O2)CO)O)O)N. Drug 2: CCC1(CC2CC(C3=C(CCN(C2)C1)C4=CC=CC=C4N3)(C5=C(C=C6C(=C5)C78CCN9C7C(C=CC9)(C(C(C8N6C)(C(=O)OC)O)OC(=O)C)CC)OC)C(=O)OC)O.OS(=O)(=O)O. Cell line: IGROV1. Synergy scores: CSS=4.18, Synergy_ZIP=-1.36, Synergy_Bliss=-0.602, Synergy_Loewe=-2.09, Synergy_HSA=-0.430. (2) Drug 1: CC1OCC2C(O1)C(C(C(O2)OC3C4COC(=O)C4C(C5=CC6=C(C=C35)OCO6)C7=CC(=C(C(=C7)OC)O)OC)O)O. Drug 2: CS(=O)(=O)OCCCCOS(=O)(=O)C. Cell line: HL-60(TB). Synergy scores: CSS=85.4, Synergy_ZIP=9.73, Synergy_Bliss=8.77, Synergy_Loewe=5.29, Synergy_HSA=10.1.